Dataset: Catalyst prediction with 721,799 reactions and 888 catalyst types from USPTO. Task: Predict which catalyst facilitates the given reaction. (1) Product: [ClH:34].[Cl:34][C:25]1[C:26]([C:30]([F:31])([F:32])[F:33])=[CH:27][CH:28]=[CH:29][C:24]=1[CH2:23][N:22]([CH2:21][CH:20]([C:14]1[CH:15]=[CH:16][CH:17]=[CH:18][CH:19]=1)[C:39]1[CH:44]=[CH:43][CH:42]=[CH:41][CH:40]=1)[CH2:35][CH2:36][CH2:37][O:13][C:11]1[CH:10]=[CH:9][CH:8]=[C:7]([N:1]2[CH2:2][CH2:3][O:4][CH2:5][CH2:6]2)[N:12]=1. The catalyst class is: 27. Reactant: [N:1]1([C:7]2[N:12]=[C:11]([OH:13])[CH:10]=[CH:9][CH:8]=2)[CH2:6][CH2:5][O:4][CH2:3][CH2:2]1.[C:14]1([CH:20]([C:39]2[CH:44]=[CH:43][CH:42]=[CH:41][CH:40]=2)[CH2:21][N:22]([CH2:35][CH2:36][CH2:37]O)[CH2:23][C:24]2[CH:29]=[CH:28][CH:27]=[C:26]([C:30]([F:33])([F:32])[F:31])[C:25]=2[Cl:34])[CH:19]=[CH:18][CH:17]=[CH:16][CH:15]=1.OC1C=C(C=CC=1)CC1N(COCC)N=NN=1.BrCCCO. (2) Reactant: O=[C:2]1[O:6][C@H](C(Cl)(Cl)Cl)[O:4][CH:3]1[CH2:11][C:12]([OH:14])=O.S(Cl)(Cl)=O.FC(F)(F)C(O)=O.[Cl:26][C:27]1[CH:28]=[C:29]2[C:34](=[C:35]([Cl:37])[CH:36]=1)[CH2:33][N:32]([CH:38]1[CH2:40][CH2:39]1)[CH2:31][C@H:30]2[C:41]1[CH:46]=[CH:45][CH:44]=[CH:43][C:42]=1[NH2:47]. Product: [Cl:26][C:27]1[CH:28]=[C:29]2[C:34](=[C:35]([Cl:37])[CH:36]=1)[CH2:33][N:32]([CH:38]1[CH2:40][CH2:39]1)[CH2:31][C@H:30]2[C:41]1[CH:46]=[CH:45][CH:44]=[CH:43][C:42]=1[N:47]1[C:12](=[O:14])[CH2:11][C@H:3]([OH:4])[C:2]1=[O:6]. The catalyst class is: 192. (3) Reactant: [CH3:1][S:2][C:3](=[NH:5])[NH2:4].C(=O)([O-])[O-].[K+].[K+].[Cl:12][C:13]1[CH:18]=[CH:17][N:16]2[N:19]=[C:20]([C:26]3[CH:31]=[CH:30][C:29]([O:32][CH3:33])=[CH:28][CH:27]=3)[C:21]([C:22](=O)[C:23]#[CH:24])=[C:15]2[CH:14]=1.C(OCC)(=O)C. Product: [CH3:33][O:32][C:29]1[CH:28]=[CH:27][C:26]([C:20]2[C:21]([C:22]3[CH:23]=[CH:24][N:4]=[C:3]([S:2][CH3:1])[N:5]=3)=[C:15]3[CH:14]=[C:13]([Cl:12])[CH:18]=[CH:17][N:16]3[N:19]=2)=[CH:31][CH:30]=1. The catalyst class is: 8.